The task is: Predict the product of the given reaction.. This data is from Forward reaction prediction with 1.9M reactions from USPTO patents (1976-2016). (1) Given the reactants [CH2:1]([C:3]1[CH:4]=[N:5][C:6]([N:9]2[CH2:14][CH2:13][CH:12]([OH:15])[CH2:11][CH2:10]2)=[N:7][CH:8]=1)[CH3:2].C(N(C(C)C)CC)(C)C.[CH3:25][S:26](Cl)(=[O:28])=[O:27].O, predict the reaction product. The product is: [CH3:25][S:26]([O:15][CH:12]1[CH2:11][CH2:10][N:9]([C:6]2[N:7]=[CH:8][C:3]([CH2:1][CH3:2])=[CH:4][N:5]=2)[CH2:14][CH2:13]1)(=[O:28])=[O:27]. (2) Given the reactants [CH3:1][O:2][C:3]1[CH:4]=[C:5]([C:11]2([CH:16]=[CH:17][CH2:18][CH2:19][CH2:20][CH3:21])[CH2:15][CH2:14][CH2:13][CH2:12]2)[CH:6]=[C:7]([O:9][CH3:10])[CH:8]=1, predict the reaction product. The product is: [CH3:10][O:9][C:7]1[CH:6]=[C:5]([C:11]2([CH2:16][CH2:17][CH2:18][CH2:19][CH2:20][CH3:21])[CH2:15][CH2:14][CH2:13][CH2:12]2)[CH:4]=[C:3]([O:2][CH3:1])[CH:8]=1. (3) Given the reactants [CH:1]1([N:4]([CH2:6][C:7]2[CH:12]=[CH:11][C:10]([CH3:13])=[C:9](Br)[CH:8]=2)[CH3:5])[CH2:3][CH2:2]1.C(N(CC)CC)C.O1CCCC1.[CH3:27][Si:28]([C:31]#[CH:32])([CH3:30])[CH3:29], predict the reaction product. The product is: [CH:1]1([N:4]([CH3:5])[CH2:6][C:7]2[CH:12]=[CH:11][C:10]([CH3:13])=[C:9]([C:32]#[C:31][Si:28]([CH3:30])([CH3:29])[CH3:27])[CH:8]=2)[CH2:3][CH2:2]1.